This data is from Forward reaction prediction with 1.9M reactions from USPTO patents (1976-2016). The task is: Predict the product of the given reaction. (1) The product is: [C:3]([O:7][C:8]([N:9]1[CH2:18][C:16](=[CH2:15])[CH2:17][O:12][CH2:11][CH2:10]1)=[O:13])([CH3:6])([CH3:4])[CH3:5]. Given the reactants [H-].[Na+].[C:3]([O:7][C:8](=[O:13])[NH:9][CH2:10][CH2:11][OH:12])([CH3:6])([CH3:5])[CH3:4].Cl[CH2:15][C:16]([CH2:18]Cl)=[CH2:17], predict the reaction product. (2) Given the reactants [NH2:1][C@H:2]1[CH2:7][CH2:6][CH2:5][N:4]([C:8]([O:10][C:11]([CH3:14])([CH3:13])[CH3:12])=[O:9])[CH2:3]1.Br[CH2:16][CH2:17][CH3:18].CCN(C(C)C)C(C)C, predict the reaction product. The product is: [CH2:16]([NH:1][C@H:2]1[CH2:7][CH2:6][CH2:5][N:4]([C:8]([O:10][C:11]([CH3:14])([CH3:13])[CH3:12])=[O:9])[CH2:3]1)[CH2:17][CH3:18]. (3) Given the reactants [C:1]1([CH:7]([C:30]2[CH:35]=[CH:34][CH:33]=[CH:32][CH:31]=2)[N:8]2[C:16]3[C:11](=[C:12]([F:17])[CH:13]=[CH:14][CH:15]=3)[CH:10]([C:18]3[C:27]([OH:28])=[CH:26][C:21]4[O:22][CH2:23][CH2:24][O:25][C:20]=4[CH:19]=3)[C:9]2=[O:29])[CH:6]=[CH:5][CH:4]=[CH:3][CH:2]=1.[C:36]1(C(C2C=CC=CC=2)N2C3C(=CC=CC=3)C(C3C=C(C)C(OC)=CC=3O)C2=O)C=CC=CC=1, predict the reaction product. The product is: [C:30]1([CH:7]([C:1]2[CH:2]=[CH:3][CH:4]=[CH:5][CH:6]=2)[N:8]2[C:16]3[C:11](=[C:12]([F:17])[CH:13]=[CH:14][CH:15]=3)[C:10]3([C:18]4[C:27](=[CH:26][C:21]5[O:22][CH2:23][CH2:24][O:25][C:20]=5[CH:19]=4)[O:28][CH2:36]3)[C:9]2=[O:29])[CH:31]=[CH:32][CH:33]=[CH:34][CH:35]=1. (4) Given the reactants Cl[C:2]1[C:11]2[CH2:10][CH2:9][CH2:8][CH2:7][C:6]=2[N:5]=[C:4]([O:12][CH2:13][C:14]2[CH:19]=[CH:18][CH:17]=[CH:16][N:15]=2)[CH:3]=1.CC1(C)C(C)(C)OB([C:28]2[CH:29]=[C:30]([C:34]([O:36][CH2:37]C)=[O:35])[CH:31]=[N:32][CH:33]=2)O1.C(Cl)(Cl)Cl.C(=O)([O-])[O-].[K+].[K+], predict the reaction product. The product is: [N:15]1[CH:16]=[CH:17][CH:18]=[CH:19][C:14]=1[CH2:13][O:12][C:4]1[CH:3]=[C:2]([C:28]2[CH:29]=[C:30]([C:34]([O:36][CH3:37])=[O:35])[CH:31]=[N:32][CH:33]=2)[C:11]2[CH2:10][CH2:9][CH2:8][CH2:7][C:6]=2[N:5]=1. (5) Given the reactants [C:1]([C:5]1[CH:10]=[CH:9][C:8]([NH:11][C:12]([C:14]2[CH:15]=[CH:16][C:17]([Cl:34])=[C:18]([N:20]([CH3:33])[C:21]3[C:31]([Cl:32])=[CH:30][C:24]([C:25]([O:27]CC)=[O:26])=[CH:23][N:22]=3)[CH:19]=2)=[O:13])=[CH:7][CH:6]=1)([CH3:4])([CH3:3])[CH3:2].[OH-].[Na+], predict the reaction product. The product is: [C:1]([C:5]1[CH:6]=[CH:7][C:8]([NH:11][C:12]([C:14]2[CH:15]=[CH:16][C:17]([Cl:34])=[C:18]([N:20]([CH3:33])[C:21]3[C:31]([Cl:32])=[CH:30][C:24]([C:25]([OH:27])=[O:26])=[CH:23][N:22]=3)[CH:19]=2)=[O:13])=[CH:9][CH:10]=1)([CH3:4])([CH3:2])[CH3:3]. (6) The product is: [C:1]([O:5][C:6]([N:8]1[CH2:13][CH2:12][CH:11]([C:14]2[O:22][C:21]3[C:16](=[N:17][C:18]([C:31]4[CH:32]=[CH:33][C:28]([S:25]([CH3:24])(=[O:27])=[O:26])=[CH:29][CH:30]=4)=[CH:19][CH:20]=3)[CH:15]=2)[CH2:10][CH2:9]1)=[O:7])([CH3:4])([CH3:3])[CH3:2]. Given the reactants [C:1]([O:5][C:6]([N:8]1[CH2:13][CH2:12][CH:11]([C:14]2[O:22][C:21]3[C:16](=[N:17][C:18](Cl)=[CH:19][CH:20]=3)[CH:15]=2)[CH2:10][CH2:9]1)=[O:7])([CH3:4])([CH3:3])[CH3:2].[CH3:24][S:25]([C:28]1[CH:33]=[CH:32][C:31](B(O)O)=[CH:30][CH:29]=1)(=[O:27])=[O:26].C([O-])([O-])=O.[Na+].[Na+], predict the reaction product. (7) Given the reactants C1COCC1.[CH2:6]([Si:9]([CH2:24][CH:25]=[CH2:26])([CH2:21][CH:22]=[CH2:23])[CH2:10][CH2:11][CH2:12][C:13]1[CH:20]=[CH:19][C:16]([CH:17]=[O:18])=[CH:15][CH:14]=1)[CH:7]=[CH2:8].[BH4-].[Na+].C(=O)([O-])O.[Na+], predict the reaction product. The product is: [CH2:24]([Si:9]([CH2:6][CH:7]=[CH2:8])([CH2:21][CH:22]=[CH2:23])[CH2:10][CH2:11][CH2:12][C:13]1[CH:20]=[CH:19][C:16]([CH2:17][OH:18])=[CH:15][CH:14]=1)[CH:25]=[CH2:26].